Dataset: Catalyst prediction with 721,799 reactions and 888 catalyst types from USPTO. Task: Predict which catalyst facilitates the given reaction. Reactant: [NH2:1][C:2]1[N:7]=[C:6]([C:8]2[S:12][C:11]3[CH:13]=[CH:14][C:15]([NH:17][C:18]4[CH:19]=[C:20]([NH:24][C:25]([C:27]5[CH:36]=[CH:35][C:30]([C:31]([O:33]C)=[O:32])=[CH:29][CH:28]=5)=[O:26])[CH:21]=[CH:22][CH:23]=4)=[CH:16][C:10]=3[C:9]=2[CH3:37])[CH:5]=[CH:4][N:3]=1.C1COCC1.[Li+].[OH-]. Product: [NH2:1][C:2]1[N:7]=[C:6]([C:8]2[S:12][C:11]3[CH:13]=[CH:14][C:15]([NH:17][C:18]4[CH:19]=[C:20]([NH:24][C:25]([C:27]5[CH:28]=[CH:29][C:30]([C:31]([OH:33])=[O:32])=[CH:35][CH:36]=5)=[O:26])[CH:21]=[CH:22][CH:23]=4)=[CH:16][C:10]=3[C:9]=2[CH3:37])[CH:5]=[CH:4][N:3]=1. The catalyst class is: 6.